Dataset: Reaction yield outcomes from USPTO patents with 853,638 reactions. Task: Predict the reaction yield, written as a fraction of the theoretical maximum amount of product (1.0 means a 100% yield; for example, 0.34 means a 34% yield). (1) The reactants are [CH3:1][O:2][C:3]1[CH:12]=[CH:11][C:6]2[C:7](=[O:10])[CH2:8][O:9][C:5]=2[C:4]=1[C:13]#[C:14][CH2:15][CH2:16][CH:17]1[CH2:22][CH2:21][N:20]([C:23]([O:25][C:26]([CH3:29])([CH3:28])[CH3:27])=[O:24])[CH2:19][CH2:18]1. The catalyst is C(O)C.[Pd]. The product is [CH3:1][O:2][C:3]1[CH:12]=[CH:11][C:6]2[C:7](=[O:10])[CH2:8][O:9][C:5]=2[C:4]=1[CH2:13][CH2:14][CH2:15][CH2:16][CH:17]1[CH2:18][CH2:19][N:20]([C:23]([O:25][C:26]([CH3:29])([CH3:28])[CH3:27])=[O:24])[CH2:21][CH2:22]1. The yield is 0.950. (2) The reactants are [O:1]1[CH2:5][CH2:4][C@@H:3]([OH:6])[CH2:2]1.C(N(CC)CC)C.[S:14](Cl)([CH3:17])(=[O:16])=[O:15]. The catalyst is C(Cl)Cl. The product is [CH3:17][S:14]([O:6][C@@H:3]1[CH2:4][CH2:5][O:1][CH2:2]1)(=[O:16])=[O:15]. The yield is 0.990. (3) The reactants are [CH2:1]([N:4]([CH:44]1[CH2:49][CH2:48][CH2:47][CH2:46][CH2:45]1)[C:5](=[O:43])[C:6]1[CH:11]=[CH:10][C:9]([N:12]2[CH2:17][CH2:16][N:15]([CH2:18][CH2:19][CH2:20][CH2:21][C:22]3([C:35](=[O:42])[NH:36][CH2:37][C:38]([F:41])([F:40])[F:39])[C:34]4[CH:33]=[CH:32][CH:31]=[CH:30][C:29]=4[C:28]4[C:23]3=[CH:24][CH:25]=[CH:26][CH:27]=4)[CH2:14][CH2:13]2)=[N:8][CH:7]=1)[CH:2]=[CH2:3]. The catalyst is CO.C(Cl)Cl.[Pd]. The product is [CH:44]1([N:4]([CH2:1][CH2:2][CH3:3])[C:5](=[O:43])[C:6]2[CH:11]=[CH:10][C:9]([N:12]3[CH2:17][CH2:16][N:15]([CH2:18][CH2:19][CH2:20][CH2:21][C:22]4([C:35](=[O:42])[NH:36][CH2:37][C:38]([F:41])([F:39])[F:40])[C:23]5[CH:24]=[CH:25][CH:26]=[CH:27][C:28]=5[C:29]5[C:34]4=[CH:33][CH:32]=[CH:31][CH:30]=5)[CH2:14][CH2:13]3)=[N:8][CH:7]=2)[CH2:45][CH2:46][CH2:47][CH2:48][CH2:49]1. The yield is 0.800. (4) The reactants are [CH3:1][O:2][C:3]([N:5]1[CH2:10][CH2:9][NH:8][CH2:7][CH:6]1[C:11]([OH:13])=[O:12])=[O:4].Cl. The catalyst is CO.[Pd]. The product is [CH3:1][O:2][C:3]([N:5]1[CH2:10][CH2:9][NH:8][CH2:7][C@H:6]1[C:11]([OH:13])=[O:12])=[O:4]. The yield is 1.00. (5) The yield is 0.650. The reactants are [N:1]1([CH2:7][CH2:8][OH:9])[CH2:6][CH2:5][NH:4][CH2:3][CH2:2]1.[C:10](OC(=O)C)(=[O:12])[CH3:11]. The product is [OH:9][CH2:8][CH2:7][N:1]1[CH2:6][CH2:5][N:4]([C:10](=[O:12])[CH3:11])[CH2:3][CH2:2]1. The catalyst is C(Cl)Cl.